From a dataset of Full USPTO retrosynthesis dataset with 1.9M reactions from patents (1976-2016). Predict the reactants needed to synthesize the given product. (1) Given the product [Cl:1][C:2]1[CH:3]=[C:4]([CH:18]=[CH:19][C:20]=1[CH:21]([CH3:36])[C:22]([OH:35])([C:27]1[CH:32]=[CH:31][C:30](=[O:33])[N:29]([CH3:34])[CH:28]=1)[C:23]([F:25])([F:26])[F:24])[O:5][C:6]1[CH:13]=[CH:12][C:9]([C:10]([OH:38])=[O:11])=[C:8]([C:14]([F:15])([F:16])[F:17])[CH:7]=1, predict the reactants needed to synthesize it. The reactants are: [Cl:1][C:2]1[CH:3]=[C:4]([CH:18]=[CH:19][C:20]=1[CH:21]([CH3:36])[C:22]([OH:35])([C:27]1[CH:32]=[CH:31][C:30](=[O:33])[N:29]([CH3:34])[CH:28]=1)[C:23]([F:26])([F:25])[F:24])[O:5][C:6]1[CH:13]=[CH:12][C:9]([CH:10]=[O:11])=[C:8]([C:14]([F:17])([F:16])[F:15])[CH:7]=1.Cl([O-])=[O:38].[Na+]. (2) Given the product [CH3:18][O:17][C:10]1[CH:9]=[C:8]([N:19]2[CH2:24][CH2:23][CH:22]([OH:25])[CH2:21][CH2:20]2)[CH:13]=[CH:12][C:11]=1[N+:14]([O-:16])=[O:15], predict the reactants needed to synthesize it. The reactants are: C(=O)([O-])[O-].[K+].[K+].F[C:8]1[CH:13]=[CH:12][C:11]([N+:14]([O-:16])=[O:15])=[C:10]([O:17][CH3:18])[CH:9]=1.[NH:19]1[CH2:24][CH2:23][CH:22]([OH:25])[CH2:21][CH2:20]1.O.